This data is from Catalyst prediction with 721,799 reactions and 888 catalyst types from USPTO. The task is: Predict which catalyst facilitates the given reaction. Reactant: [CH:1]1([CH3:12])[CH2:6][CH2:5][CH:4]([C:7]([OH:10])([CH3:9])[CH3:8])[CH:3]([OH:11])[CH2:2]1. Product: [CH:1]1([CH3:12])[CH2:6][CH2:5][CH:4]([C:7]([OH:10])([CH3:9])[CH3:8])[CH:3]([OH:11])[CH2:2]1.[CH3:8][C:7](=[CH:4][CH2:5][CH2:6][CH:1]([CH2:2][CH:3]=[O:11])[CH3:12])[CH3:9]. The catalyst class is: 65.